Predict the reactants needed to synthesize the given product. From a dataset of Full USPTO retrosynthesis dataset with 1.9M reactions from patents (1976-2016). (1) Given the product [F:1][C:2]([F:19])([F:18])[C:3]1[CH:8]=[CH:7][C:6]([C:9]2[CH:10]=[C:11]([C:12]([F:15])([F:14])[F:13])[N:22]3[N:23]=[CH:24][C:25]([C:26]4[CH:31]=[CH:30][N:29]=[C:28]([CH3:32])[CH:27]=4)=[C:21]3[N:20]=2)=[CH:5][CH:4]=1, predict the reactants needed to synthesize it. The reactants are: [F:1][C:2]([F:19])([F:18])[C:3]1[CH:8]=[CH:7][C:6]([C:9](=O)[CH2:10][C:11](=O)[C:12]([F:15])([F:14])[F:13])=[CH:5][CH:4]=1.[NH2:20][C:21]1[C:25]([C:26]2[CH:31]=[CH:30][N:29]=[C:28]([CH3:32])[CH:27]=2)=[CH:24][NH:23][N:22]=1. (2) Given the product [CH2:1]([O:3][C:4](=[O:27])[CH2:5][CH:6]1[CH2:11][CH2:10][CH:9]([C:12]2[CH:13]=[CH:14][C:15]([N:18]3[C:22]([NH:30][C:33]([O:60][C@@H:58]([C:52]4[CH:57]=[CH:56][CH:55]=[CH:54][CH:53]=4)[CH3:59])=[O:42])=[C:21]([CH3:26])[N:20]=[N:19]3)=[CH:16][CH:17]=2)[CH2:8][CH2:7]1)[CH3:2], predict the reactants needed to synthesize it. The reactants are: [CH2:1]([O:3][C:4](=[O:27])[CH2:5][CH:6]1[CH2:11][CH2:10][CH:9]([C:12]2[CH:17]=[CH:16][C:15]([N:18]3[C:22](C(O)=O)=[C:21]([CH3:26])[N:20]=[N:19]3)=[CH:14][CH:13]=2)[CH2:8][CH2:7]1)[CH3:2].C([N:30]([CH2:33]C)CC)C.C1(P(N=[N+]=[N-])(C2C=CC=CC=2)=[O:42])C=CC=CC=1.[C:52]1([C@H:58]([OH:60])[CH3:59])[CH:57]=[CH:56][CH:55]=[CH:54][CH:53]=1. (3) Given the product [CH:14]1([C:11]2[CH:12]=[CH:13][C:8]3[N:7]=[C:20]([C:22]4[CH:27]=[CH:26][CH:25]=[C:24]([N:28]5[CH:32]=[CH:31][N:30]=[CH:29]5)[CH:23]=4)[CH2:19][C:18](=[O:33])[NH:17][C:9]=3[CH:10]=2)[CH2:16][CH2:15]1, predict the reactants needed to synthesize it. The reactants are: C(OC(=O)[NH:7][C:8]1[CH:13]=[CH:12][C:11]([CH:14]2[CH2:16][CH2:15]2)=[CH:10][C:9]=1[NH:17][C:18](=[O:33])[CH2:19][C:20]([C:22]1[CH:27]=[CH:26][CH:25]=[C:24]([N:28]2[CH:32]=[CH:31][N:30]=[CH:29]2)[CH:23]=1)=O)(C)(C)C.C(O)(C(F)(F)F)=O. (4) Given the product [Cl-:20].[C:1]([S:4][CH2:5][CH2:6][CH:7]1[CH2:8][CH2:9][NH2+:10][CH2:11][CH2:12]1)(=[O:3])[CH3:2], predict the reactants needed to synthesize it. The reactants are: [C:1]([S:4][CH2:5][CH2:6][CH:7]1[CH2:12][CH2:11][N:10](C(OC(C)(C)C)=O)[CH2:9][CH2:8]1)(=[O:3])[CH3:2].[ClH:20].CO.